Task: Predict the reactants needed to synthesize the given product.. Dataset: Full USPTO retrosynthesis dataset with 1.9M reactions from patents (1976-2016) (1) Given the product [CH3:17][C:15]1[N:14]=[CH:13][N:12]([C@@H:10]([CH3:11])[CH2:9][OH:8])[CH:16]=1, predict the reactants needed to synthesize it. The reactants are: [Si]([O:8][CH2:9][C@@H:10]([N:12]1[CH:16]=[C:15]([CH3:17])[N:14]=[CH:13]1)[CH3:11])(C(C)(C)C)(C)C.Cl. (2) Given the product [Cl:1][C:2]1[CH:10]=[C:9]([Cl:11])[C:8]([NH:12][C:13]2[C:18]([F:19])=[CH:17][C:16]([F:20])=[CH:15][C:14]=2[Cl:21])=[CH:7][C:3]=1[C:4]([C:29](=[CH:28][N:27]([CH3:35])[CH3:26])[C:30]([O:32][CH2:33][CH3:34])=[O:31])=[O:6], predict the reactants needed to synthesize it. The reactants are: [Cl:1][C:2]1[CH:10]=[C:9]([Cl:11])[C:8]([NH:12][C:13]2[C:18]([F:19])=[CH:17][C:16]([F:20])=[CH:15][C:14]=2[Cl:21])=[CH:7][C:3]=1[C:4]([OH:6])=O.S(Cl)(Cl)=O.[CH3:26][N:27]([CH3:35])[CH:28]=[CH:29][C:30]([O:32][CH2:33][CH3:34])=[O:31].C(N(CC)CC)C.